This data is from Reaction yield outcomes from USPTO patents with 853,638 reactions. The task is: Predict the reaction yield, written as a fraction of the theoretical maximum amount of product (1.0 means a 100% yield; for example, 0.34 means a 34% yield). (1) The reactants are [CH3:1][S:2]([C:4]1[CH:9]=[CH:8][C:7]([N:10]2[C:14]3[CH:15]=[C:16]([C:19]([NH:21][NH2:22])=[O:20])[CH:17]=[CH:18][C:13]=3[N:12]=[CH:11]2)=[CH:6][CH:5]=1)=[O:3].[C:23](=S)=[S:24].C(N(CC)CC)C.[OH-].[Na+]. The catalyst is C(O)C.O. The product is [CH3:1][S:2]([C:4]1[CH:9]=[CH:8][C:7]([N:10]2[C:14]3[CH:15]=[C:16]([C:19]4[O:20][C:23]([SH:24])=[N:22][N:21]=4)[CH:17]=[CH:18][C:13]=3[N:12]=[CH:11]2)=[CH:6][CH:5]=1)=[O:3]. The yield is 0.670. (2) The reactants are C([O:8][C@@H:9]([CH3:49])[C@H:10]([O:42][C:43]1[CH:48]=[CH:47][CH:46]=[CH:45][CH:44]=1)[C@@H:11]([CH2:34][C:35]1[CH:40]=[CH:39][C:38]([CH3:41])=[CH:37][CH:36]=1)[CH2:12][CH2:13][CH2:14][C@H:15]([NH:26][C:27]([O:29][C:30]([CH3:33])([CH3:32])[CH3:31])=[O:28])[C:16]([O:18]CC1C=CC=CC=1)=[O:17])C1C=CC=CC=1. The catalyst is [Pd].CCOC(C)=O. The product is [C:30]([O:29][C:27]([NH:26][C@@H:15]([CH2:14][CH2:13][CH2:12][C@H:11]([CH2:34][C:35]1[CH:36]=[CH:37][C:38]([CH3:41])=[CH:39][CH:40]=1)[C@@H:10]([O:42][C:43]1[CH:48]=[CH:47][CH:46]=[CH:45][CH:44]=1)[C@@H:9]([OH:8])[CH3:49])[C:16]([OH:18])=[O:17])=[O:28])([CH3:33])([CH3:31])[CH3:32]. The yield is 0.910. (3) The reactants are C(O)(C(F)(F)F)=O.[NH2:8][C:9](=[O:50])[CH:10]([C:12]1[CH:49]=[CH:48][CH:47]=[CH:46][C:13]=1[CH2:14][CH2:15][C:16]1[C:21]([C:22]([F:25])([F:24])[F:23])=[CH:20][N:19]=[C:18]([NH:26][C:27]2[CH:28]=[CH:29][C:30]([CH:33]3[CH2:38][CH2:37][N:36](C(OC(C)(C)C)=O)[CH2:35][CH2:34]3)=[N:31][CH:32]=2)[N:17]=1)[CH3:11]. The catalyst is C(Cl)Cl. The product is [NH:36]1[CH2:37][CH2:38][CH:33]([C:30]2[N:31]=[CH:32][C:27]([NH:26][C:18]3[N:17]=[C:16]([CH2:15][CH2:14][C:13]4[CH:46]=[CH:47][CH:48]=[CH:49][C:12]=4[CH:10]([CH3:11])[C:9]([NH2:8])=[O:50])[C:21]([C:22]([F:24])([F:23])[F:25])=[CH:20][N:19]=3)=[CH:28][CH:29]=2)[CH2:34][CH2:35]1. The yield is 1.34. (4) The reactants are [ClH:1].[CH3:2][N:3]([CH3:15])[CH2:4][CH2:5][CH2:6][C:7]1[CH:8]=[C:9]([NH2:14])[C:10]([CH3:13])=[N:11][CH:12]=1.C(#N)C.Cl.[Cl:20][C:21]([NH2:23])=[NH:22]. The catalyst is C(O)(=O)C. The product is [ClH:20].[ClH:1].[ClH:20].[CH3:15][N:3]([CH3:2])[CH2:4][CH2:5][CH2:6][C:7]1[CH:8]=[C:9]([NH:14][C:21]([NH2:23])=[NH:22])[C:10]([CH3:13])=[N:11][CH:12]=1. The yield is 0.850.